From a dataset of Reaction yield outcomes from USPTO patents with 853,638 reactions. Predict the reaction yield, written as a fraction of the theoretical maximum amount of product (1.0 means a 100% yield; for example, 0.34 means a 34% yield). (1) The reactants are [CH2:1]([O:8][C:9]1[CH:14]=[CH:13][C:12]([F:15])=[CH:11][C:10]=1[Cl:16])[C:2]1[CH:7]=[CH:6][CH:5]=[CH:4][CH:3]=1.C([Li])CCC.CN(C)[CH:24]=[O:25]. The catalyst is O1CCCC1. The product is [CH2:1]([O:8][C:9]1[C:10]([Cl:16])=[C:11]([C:12]([F:15])=[CH:13][CH:14]=1)[CH:24]=[O:25])[C:2]1[CH:3]=[CH:4][CH:5]=[CH:6][CH:7]=1. The yield is 0.320. (2) The reactants are [Br:1][C:2]1[C:3]([OH:22])=[CH:4][CH:5]=[C:6]2[C:10]=1[N:9]([CH2:11][CH:12]([O:14][Si:15]([C:18]([CH3:21])([CH3:20])[CH3:19])([CH3:17])[CH3:16])[CH3:13])[N:8]=[CH:7]2.C(=O)([O-])[O-].[K+].[K+].[CH2:29]([CH:31]1[O:33][CH2:32]1)Br. The catalyst is CC(C)=O. The product is [Br:1][C:2]1[C:3]([O:22][CH2:29][CH:31]2[CH2:32][O:33]2)=[CH:4][CH:5]=[C:6]2[C:10]=1[N:9]([CH2:11][CH:12]([O:14][Si:15]([C:18]([CH3:21])([CH3:20])[CH3:19])([CH3:16])[CH3:17])[CH3:13])[N:8]=[CH:7]2. The yield is 0.740. (3) The reactants are [CH2:1](Br)[C:2]1[CH:7]=[CH:6][CH:5]=[CH:4][CH:3]=1.C(=O)([O-])[O-].[K+].[K+].[NH:15]1[CH2:20][CH2:19][CH2:18][CH2:17][C@@H:16]1[CH2:21][OH:22]. The catalyst is C(O)C.O. The product is [CH2:1]([N:15]1[CH2:20][CH2:19][CH2:18][CH2:17][C@@H:16]1[CH2:21][OH:22])[C:2]1[CH:7]=[CH:6][CH:5]=[CH:4][CH:3]=1. The yield is 0.710. (4) The reactants are [CH2:1]([O:8][CH2:9][C:10]1([CH2:20][OH:21])[CH2:19][CH2:18][C:13]2([O:17][CH2:16][CH2:15][O:14]2)[CH2:12][CH2:11]1)[C:2]1[CH:7]=[CH:6][CH:5]=[CH:4][CH:3]=1.C(N(CC)CC)C. The catalyst is CS(C)=O. The product is [CH2:1]([O:8][CH2:9][C:10]1([CH:20]=[O:21])[CH2:19][CH2:18][C:13]2([O:14][CH2:15][CH2:16][O:17]2)[CH2:12][CH2:11]1)[C:2]1[CH:7]=[CH:6][CH:5]=[CH:4][CH:3]=1. The yield is 0.950. (5) The reactants are C([NH:4][C:5]1[C:13]([N+:14]([O-:16])=[O:15])=[CH:12][C:8]([C:9]([OH:11])=[O:10])=[CH:7][C:6]=1[CH3:17])(=O)C. The catalyst is Cl. The product is [NH2:4][C:5]1[C:13]([N+:14]([O-:16])=[O:15])=[CH:12][C:8]([C:9]([OH:11])=[O:10])=[CH:7][C:6]=1[CH3:17]. The yield is 0.740.